Task: Binary Classification. Given a drug SMILES string, predict its activity (active/inactive) in a high-throughput screening assay against a specified biological target.. Dataset: HIV replication inhibition screening data with 41,000+ compounds from the AIDS Antiviral Screen (1) The compound is FC(F)(F)c1nc(Cl)nc2[nH]cnc12. The result is 0 (inactive). (2) The compound is Cc1cccc(CC(Cc2ccc(C)cc2C(=O)O)C(=O)O)c1. The result is 0 (inactive). (3) The compound is COc1ccc(C23c4ccc(OC)cc4CC2(c2ccc([N+](=O)[O-])cc2)Cc2cc(OC)ccc23)cc1. The result is 0 (inactive). (4) The molecule is NC(=S)NN=C(Cc1nc2ccc(Cl)cc2nc1O)C(=O)Nc1ccc(Cl)cc1. The result is 0 (inactive). (5) The drug is COC(=O)c1ccc(CCc2cc(O)c(Br)cc2O)cc1. The result is 0 (inactive). (6) The compound is O=S(CCc1ccccc1)Nc1ccccc1. The result is 0 (inactive). (7) The compound is C(=CC(SCc1ccccc1)SCc1ccccc1)c1ccccc1. The result is 0 (inactive).